From a dataset of Retrosynthesis with 50K atom-mapped reactions and 10 reaction types from USPTO. Predict the reactants needed to synthesize the given product. (1) Given the product COc1ccccc1-c1nc(CCCCC(=O)O)no1, predict the reactants needed to synthesize it. The reactants are: COC(=O)CCCCc1noc(-c2ccccc2OC)n1. (2) Given the product C/C=C/c1ccc([C@@H](Oc2cc(N3CCC4(CC3)C[C@@H](C(=O)OCC)N(C(=O)OC(C)(C)C)C4)nc(N)n2)C(F)(F)F)c(-c2cccc(S(C)(=O)=O)c2)c1, predict the reactants needed to synthesize it. The reactants are: CC=C[Sn](CCCC)(CCCC)CCCC.CCOC(=O)[C@@H]1CC2(CCN(c3cc(O[C@H](c4ccc(Cl)cc4-c4cccc(S(C)(=O)=O)c4)C(F)(F)F)nc(N)n3)CC2)CN1C(=O)OC(C)(C)C. (3) Given the product CC(C)(F)C(=O)NCc1ccc(Cl)c(Nc2nc3cc(C(=O)N[C@H]4CC[C@H](C(F)(F)F)CC4)c(OCC(F)F)nc3[nH]2)c1Cl, predict the reactants needed to synthesize it. The reactants are: CC(C)(F)C(=O)O.NCc1ccc(Cl)c(Nc2nc3cc(C(=O)N[C@H]4CC[C@H](C(F)(F)F)CC4)c(OCC(F)F)nc3[nH]2)c1Cl. (4) The reactants are: COc1ccc(N2CCN(CCN)CC2)cc1.Cc1ccc(-c2cc(C=O)nn2C(C)(C)C)cc1. Given the product COc1ccc(N2CCN(CCNCc3cc(-c4ccc(C)cc4)n(C(C)(C)C)n3)CC2)cc1, predict the reactants needed to synthesize it. (5) Given the product Cn1c(=O)[nH]c(=O)c2c1nc(Br)n2Cc1ccccc1C(F)(F)F, predict the reactants needed to synthesize it. The reactants are: Cn1c(=O)[nH]c(=O)c2[nH]c(Br)nc21.FC(F)(F)c1ccccc1CBr. (6) Given the product CCCOCc1ccccc1Oc1ccc2c(c1)C=C(C(=O)O)CCS2(=O)=O, predict the reactants needed to synthesize it. The reactants are: CCCOCc1ccccc1Oc1ccc2c(c1)C=C(C(=O)OC)CCS2(=O)=O. (7) Given the product O=C1NC(=S)SC1=Cc1ccccc1, predict the reactants needed to synthesize it. The reactants are: O=C1CSC(=S)N1.O=Cc1ccccc1.